Dataset: Full USPTO retrosynthesis dataset with 1.9M reactions from patents (1976-2016). Task: Predict the reactants needed to synthesize the given product. Given the product [F:1][C:2]1[CH:3]=[C:4]([C:9]2[CH:14]=[CH:13][C:12]([C:15]([F:16])([F:17])[F:18])=[C:11]([F:19])[CH:10]=2)[CH:5]=[CH:6][C:7]=1[NH:8][C:21]([NH2:22])=[S:20], predict the reactants needed to synthesize it. The reactants are: [F:1][C:2]1[CH:3]=[C:4]([C:9]2[CH:14]=[CH:13][C:12]([C:15]([F:18])([F:17])[F:16])=[C:11]([F:19])[CH:10]=2)[CH:5]=[CH:6][C:7]=1[NH2:8].[S-:20][C:21]#[N:22].[NH4+].